This data is from Peptide-MHC class I binding affinity with 185,985 pairs from IEDB/IMGT. The task is: Regression. Given a peptide amino acid sequence and an MHC pseudo amino acid sequence, predict their binding affinity value. This is MHC class I binding data. (1) The peptide sequence is STSNVITDQT. The MHC is HLA-A02:03 with pseudo-sequence HLA-A02:03. The binding affinity (normalized) is 0. (2) The peptide sequence is SIFPANINDK. The binding affinity (normalized) is 0.557. The MHC is HLA-A68:01 with pseudo-sequence HLA-A68:01.